Regression. Given a peptide amino acid sequence and an MHC pseudo amino acid sequence, predict their binding affinity value. This is MHC class I binding data. From a dataset of Peptide-MHC class I binding affinity with 185,985 pairs from IEDB/IMGT. (1) The peptide sequence is SVILQELCI. The MHC is H-2-Kb with pseudo-sequence H-2-Kb. The binding affinity (normalized) is 0.184. (2) The peptide sequence is NQPQNGQFI. The MHC is H-2-Db with pseudo-sequence H-2-Db. The binding affinity (normalized) is 0.711. (3) The peptide sequence is RPQVPLRPMTY. The MHC is Mamu-A2201 with pseudo-sequence Mamu-A2201. The binding affinity (normalized) is 0.768. (4) The peptide sequence is GPAFVRTKL. The MHC is HLA-B45:06 with pseudo-sequence HLA-B45:06. The binding affinity (normalized) is 0.213. (5) The binding affinity (normalized) is 0. The MHC is H-2-Db with pseudo-sequence H-2-Db. The peptide sequence is VVWALLGL.